Dataset: Full USPTO retrosynthesis dataset with 1.9M reactions from patents (1976-2016). Task: Predict the reactants needed to synthesize the given product. Given the product [NH2:12][C:11]1[CH:10]=[CH:9][C:6]([C:7]#[N:8])=[CH:5][C:4]=1[NH:3][CH2:1][CH3:2], predict the reactants needed to synthesize it. The reactants are: [CH2:1]([NH:3][C:4]1[CH:5]=[C:6]([CH:9]=[CH:10][C:11]=1[N+:12]([O-])=O)[C:7]#[N:8])[CH3:2].